This data is from Catalyst prediction with 721,799 reactions and 888 catalyst types from USPTO. The task is: Predict which catalyst facilitates the given reaction. (1) Reactant: [CH3:1][CH2:2][CH2:3][CH2:4][CH2:5]/[CH:6]=[CH:7]/[C:8]([CH2:10][CH2:11][C:12]1[CH:17]=[CH:16][C:15]([OH:18])=[C:14]([O:19][CH3:20])[CH:13]=1)=[O:9].[BH4-].[Na+]. Product: [OH:18][C:15]1[CH:16]=[CH:17][C:12]([CH2:11][CH2:10][CH:8]([OH:9])[CH:7]=[CH:6][CH2:5][CH2:4][CH2:3][CH2:2][CH3:1])=[CH:13][C:14]=1[O:19][CH3:20]. The catalyst class is: 5. (2) Reactant: [Cl:1][C:2]1[CH:29]=[CH:28][CH:27]=[C:26]([Cl:30])[C:3]=1[CH2:4][C:5]1[S:6][CH:7]=[C:8]([C:10]2[CH:11]=[C:12]3[C:17](=[CH:18][CH:19]=2)[CH:16]=[C:15]([O:20][CH2:21][C:22]([O:24]C)=[O:23])[CH:14]=[CH:13]3)[N:9]=1.[OH-].[Na+]. Product: [Cl:30][C:26]1[CH:27]=[CH:28][CH:29]=[C:2]([Cl:1])[C:3]=1[CH2:4][C:5]1[S:6][CH:7]=[C:8]([C:10]2[CH:11]=[C:12]3[C:17](=[CH:18][CH:19]=2)[CH:16]=[C:15]([O:20][CH2:21][C:22]([OH:24])=[O:23])[CH:14]=[CH:13]3)[N:9]=1. The catalyst class is: 87. (3) Reactant: C[O:2][C:3]1[CH:12]=[C:11]2[C:6]([CH:7]=[CH:8][CH:9]=[N:10]2)=[CH:5][C:4]=1[C:13]1[S:17][C:16]([N:18]([CH3:29])[CH:19]2[CH2:24][C:23]([CH3:26])([CH3:25])[NH:22][C:21]([CH3:28])([CH3:27])[CH2:20]2)=[N:15][N:14]=1.Cl.N1C=CC=CC=1.C(=O)(O)[O-].[Na+].N. Product: [CH3:29][N:18]([CH:19]1[CH2:24][C:23]([CH3:26])([CH3:25])[NH:22][C:21]([CH3:28])([CH3:27])[CH2:20]1)[C:16]1[S:17][C:13]([C:4]2[CH:5]=[C:6]3[C:11](=[CH:12][C:3]=2[OH:2])[N:10]=[CH:9][CH:8]=[CH:7]3)=[N:14][N:15]=1. The catalyst class is: 100. (4) Reactant: Cl[C:2]1[N:7]=[C:6]([CH3:8])[C:5]([S:9]([N:12]([CH2:15][CH3:16])[CH2:13][CH3:14])(=[O:11])=[O:10])=[CH:4][CH:3]=1.[NH2:17][NH2:18]. Product: [CH2:13]([N:12]([CH2:15][CH3:16])[S:9]([C:5]1[C:6]([CH3:8])=[N:7][C:2]([NH:17][NH2:18])=[CH:3][CH:4]=1)(=[O:11])=[O:10])[CH3:14]. The catalyst class is: 14. (5) Reactant: Cl[C:2]1[N:7]=[C:6]([C:8]#[C:9][C:10]2[CH:15]=[CH:14][C:13]([CH2:16][CH:17]([NH:19][C:20](=[O:22])[CH3:21])[CH3:18])=[CH:12][CH:11]=2)[CH:5]=[CH:4][N:3]=1.[CH2:23]([OH:25])[CH3:24].[H-].[Na+]. Product: [CH2:23]([O:25][C:2]1[N:7]=[C:6]([C:8]#[C:9][C:10]2[CH:15]=[CH:14][C:13]([CH2:16][CH:17]([NH:19][C:20](=[O:22])[CH3:21])[CH3:18])=[CH:12][CH:11]=2)[CH:5]=[CH:4][N:3]=1)[CH3:24]. The catalyst class is: 12. (6) Reactant: [NH2:1][CH:2]([CH2:12][C:13]1[CH:18]=[CH:17][C:16]([C:19]([F:22])([F:21])[F:20])=[CH:15][CH:14]=1)[CH:3]([C:5]1[CH:10]=[CH:9][CH:8]=[C:7]([F:11])[CH:6]=1)[OH:4].[C:23]1([C:34](O)=[O:35])[CH:24]=[CH:25][CH:26]=[C:27]2[CH2:33][CH2:32][CH2:31][CH:30]=[CH:29][C:28]=12.Cl.C(N=C=NCCCN(C)C)C.ON1C2C=CC=CC=2N=N1. Product: [F:11][C:7]1[CH:6]=[C:5]([CH:3]([OH:4])[CH:2]([NH:1][C:34]([C:23]2[CH:24]=[CH:25][CH:26]=[C:27]3[CH2:33][CH2:32][CH2:31][CH:30]=[CH:29][C:28]=23)=[O:35])[CH2:12][C:13]2[CH:14]=[CH:15][C:16]([C:19]([F:22])([F:20])[F:21])=[CH:17][CH:18]=2)[CH:10]=[CH:9][CH:8]=1. The catalyst class is: 47. (7) The catalyst class is: 7. Product: [F:37][C:35]1[CH:34]=[C:33]([C:38]2([CH2:41][CH:2]=[O:3])[CH2:39][CH2:40]2)[CH:32]=[C:31]([F:30])[CH:36]=1. Reactant: [Cl-].[CH3:2][O:3]C[P+](C1C=CC=CC=1)(C1C=CC=CC=1)C1C=CC=CC=1.CC(C)([O-])C.[K+].[F:30][C:31]1[CH:32]=[C:33]([C:38]2([CH:41]=O)[CH2:40][CH2:39]2)[CH:34]=[C:35]([F:37])[CH:36]=1. (8) Reactant: N1C=CN=C1.[C:6]([Br:10])(Br)(Br)Br.C1(P(C2C=CC=CC=2)C2C=CC=CC=2)C=CC=CC=1.OC[CH2:32][CH2:33][C:34]1[CH:39]=[C:38]([C:40]([O:42][CH3:43])=[O:41])[N:37]=[C:36]([C:44]([O:46][CH3:47])=[O:45])[CH:35]=1. Product: [Br:10][CH2:6][CH2:32][CH2:33][C:34]1[CH:39]=[C:38]([C:40]([O:42][CH3:43])=[O:41])[N:37]=[C:36]([C:44]([O:46][CH3:47])=[O:45])[CH:35]=1. The catalyst class is: 4.